From a dataset of Peptide-MHC class II binding affinity with 134,281 pairs from IEDB. Regression. Given a peptide amino acid sequence and an MHC pseudo amino acid sequence, predict their binding affinity value. This is MHC class II binding data. (1) The peptide sequence is KPVSQMRMATPLLLRPM. The MHC is H-2-IAb with pseudo-sequence H-2-IAb. The binding affinity (normalized) is 0.599. (2) The peptide sequence is CKTPTQLAETIDTIC. The MHC is DRB1_0101 with pseudo-sequence DRB1_0101. The binding affinity (normalized) is 0.343.